Dataset: Forward reaction prediction with 1.9M reactions from USPTO patents (1976-2016). Task: Predict the product of the given reaction. Given the reactants [NH2:1][C:2]1[N:7]=[CH:6][C:5]([C:8](=[O:12])[CH2:9][CH2:10][CH3:11])=[CH:4][CH:3]=1.[CH3:13][C:14]([O:17][C:18](O[C:18]([O:17][C:14]([CH3:16])([CH3:15])[CH3:13])=[O:19])=[O:19])([CH3:16])[CH3:15], predict the reaction product. The product is: [C:8]([C:5]1[CH:4]=[CH:3][C:2]([NH:1][C:18](=[O:19])[O:17][C:14]([CH3:16])([CH3:15])[CH3:13])=[N:7][CH:6]=1)(=[O:12])[CH2:9][CH2:10][CH3:11].